From a dataset of Experimentally validated miRNA-target interactions with 360,000+ pairs, plus equal number of negative samples. Binary Classification. Given a miRNA mature sequence and a target amino acid sequence, predict their likelihood of interaction. (1) The miRNA is ath-miR172d-3p with sequence AGAAUCUUGAUGAUGCUGCAG. The protein sequence of the target gene is MQLKIMPKKKHLSAGGVPLILFLCQMISALDVPLDLVQPPTITQQSPKDYIIDPRENIVIQCEAKGKPPPSFSWTRNGTHFDIDKDPLVTMKPGSGTLVINIMSEGKAETYEGVYQCTARNERGAAVSNNIVVRPSRSPLWTKERLEPIVLQNGQSLVLPCRPPIGLPPAIIFWMDNSFQRLPQSERVSQGLNGDLYFSNVLPEDTREDYICYARFNHTQTIQQKQPISLKVISVDELNDTIAANLSDTEFYGAKSSKERPPTFLTPEGNESHKEELRGNVLSLECIAEGLPTPIIYWIK.... Result: 0 (no interaction). (2) The miRNA is mmu-miR-21a-5p with sequence UAGCUUAUCAGACUGAUGUUGA. The protein sequence of the target gene is MLTDPDLPQEFERMSSKRPASPYGETDGEVAMVTSRQKVEEEESERLPAFHLPLHVSFPNKPHSEEFQPVSLLTQETCGPRTPTVQHNTMEVDGNKVMSSLSPYNSSTSPQKAEEGGRQSGESVSSAALGTPERRKGSLADVVDTLKQRKMEELIKNEPEDTPSIEKLLSKDWKDKLLAMGSGNFGEIKGTPESLAEKERQLMGMINQLTSLREQLLAAHDEQKKLAASQIEKQRQQMELAKQQQEQIARQQQQLLQQQHKINLLQQQIQVQGQLPPLMIPVFPPDQRTLAAAAQQGFLL.... Result: 1 (interaction). (3) The miRNA is mmu-miR-497a-5p with sequence CAGCAGCACACUGUGGUUUGUA. The protein sequence of the target gene is MSVTYDDSVGVEVSSDSFWEVGNYKRTVKRIDDGHRLCGDLMNCLHERARIEKAYAQQLTEWARRWRQLVEKGPQYGTVEKAWIAVMSEAERVSELHLEVKASLMNEDFEKIKNWQKEAFHKQMMGGFKETKEAEDGFRKAQKPWAKKLKEVEAAKKAHHTACKEEKLAISREANSKADPSLNPEQLKKLQDKIEKCKQDVLKTKDKYEKSLKELDQTTPQYMENMEQVFEQCQQFEEKRLRFFREVLLEVQKHLDLSNVASYKTIYRELEQSIKAADAVEDLRWFRANHGPGMAMNWPQ.... Result: 1 (interaction).